Dataset: Catalyst prediction with 721,799 reactions and 888 catalyst types from USPTO. Task: Predict which catalyst facilitates the given reaction. Reactant: C(N(CC)C(C)C)(C)C.[N+:10]([CH2:13][C:14]([C:16]1[CH:21]=[C:20]([F:22])[CH:19]=[CH:18][C:17]=1[F:23])=[O:15])([O-:12])=[O:11].I[CH2:25][C:26]([CH2:28]I)=[CH2:27]. Product: [CH2:25]=[C:26]1[CH2:28][C:13]([N+:10]([O-:12])=[O:11])=[C:14]([C:16]2[CH:21]=[C:20]([F:22])[CH:19]=[CH:18][C:17]=2[F:23])[O:15][CH2:27]1. The catalyst class is: 9.